From a dataset of Reaction yield outcomes from USPTO patents with 853,638 reactions. Predict the reaction yield, written as a fraction of the theoretical maximum amount of product (1.0 means a 100% yield; for example, 0.34 means a 34% yield). (1) The yield is 0.370. The catalyst is CN(C=O)C.C(OCC)(=O)C.C1C=CC([P]([Pd]([P](C2C=CC=CC=2)(C2C=CC=CC=2)C2C=CC=CC=2)([P](C2C=CC=CC=2)(C2C=CC=CC=2)C2C=CC=CC=2)[P](C2C=CC=CC=2)(C2C=CC=CC=2)C2C=CC=CC=2)(C2C=CC=CC=2)C2C=CC=CC=2)=CC=1. The reactants are Br[C:2]1[C:3]([C:15]2[CH:20]=[CH:19][CH:18]=[C:17]([F:21])[CH:16]=2)=[N:4][N:5]2[C:10]=1[CH:9]=[CH:8][C:7]([O:11][CH:12]([F:14])[F:13])=[N:6]2.C(=O)([O-])[O-].[Na+].[Na+].[CH3:28][S:29]([C:32]1[CH:37]=[CH:36][C:35](B(O)O)=[CH:34][CH:33]=1)(=[O:31])=[O:30]. The product is [F:13][CH:12]([F:14])[O:11][C:7]1[CH:8]=[CH:9][C:10]2[N:5]([N:4]=[C:3]([C:15]3[CH:20]=[CH:19][CH:18]=[C:17]([F:21])[CH:16]=3)[C:2]=2[C:35]2[CH:36]=[CH:37][C:32]([S:29]([CH3:28])(=[O:31])=[O:30])=[CH:33][CH:34]=2)[N:6]=1. (2) The reactants are [O:1]1[CH:5]=[CH:4][C:3]([CH2:6][O:7][C:8]2[NH:12][N:11]=[C:10]([NH2:13])[CH:9]=2)=[CH:2]1.Cl[C:15]1[CH:20]=[CH:19][N:18]=[C:17]([NH:21][CH2:22][C:23]2[O:27][N:26]=[C:25]([CH3:28])[CH:24]=2)[N:16]=1. The catalyst is C(O)C. The product is [O:1]1[CH:5]=[CH:4][C:3]([CH2:6][O:7][C:8]2[NH:12][N:11]=[C:10]([NH:13][C:15]3[CH:20]=[CH:19][N:18]=[C:17]([NH:21][CH2:22][C:23]4[O:27][N:26]=[C:25]([CH3:28])[CH:24]=4)[N:16]=3)[CH:9]=2)=[CH:2]1. The yield is 0.190. (3) The reactants are [O:1]=[CH:2][CH:3]=[CH:4][C:5]1[CH:27]=[CH:26][C:8]([C:9]([NH:11][C:12]2[CH:17]=[CH:16][CH:15]=[CH:14][C:13]=2[NH:18][C:19](=[O:25])[O:20][C:21]([CH3:24])([CH3:23])[CH3:22])=[O:10])=[CH:7][CH:6]=1.[BH4-].[Na+]. The catalyst is C(O)C. The product is [OH:1][CH2:2][CH:3]=[CH:4][C:5]1[CH:27]=[CH:26][C:8]([C:9]([NH:11][C:12]2[CH:17]=[CH:16][CH:15]=[CH:14][C:13]=2[NH:18][C:19](=[O:25])[O:20][C:21]([CH3:23])([CH3:24])[CH3:22])=[O:10])=[CH:7][CH:6]=1. The yield is 0.820. (4) The reactants are [Cl:1][C:2]1[CH:42]=[CH:41][C:5]([CH2:6][N:7]2[C:15]3[C:14](=[O:16])[N:13](CC4C=CC(OC)=CC=4)[C:12](=[O:26])[N:11]([CH3:27])[C:10]=3[N:9]=[C:8]2[CH2:28][C:29]2[CH:34]=[C:33]([O:35][C:36]([F:39])([F:38])[F:37])[CH:32]=[CH:31][C:30]=2[F:40])=[CH:4][CH:3]=1.C(O)(C(F)(F)F)=O.FC(F)(F)S(O)(=O)=O. The catalyst is C(Cl)Cl. The product is [Cl:1][C:2]1[CH:3]=[CH:4][C:5]([CH2:6][N:7]2[C:15]3[C:14](=[O:16])[NH:13][C:12](=[O:26])[N:11]([CH3:27])[C:10]=3[N:9]=[C:8]2[CH2:28][C:29]2[CH:34]=[C:33]([O:35][C:36]([F:38])([F:37])[F:39])[CH:32]=[CH:31][C:30]=2[F:40])=[CH:41][CH:42]=1. The yield is 0.684. (5) The reactants are [Si]([O:8][CH2:9][CH2:10][CH2:11][NH:12][S:13]([C:16]1[CH:21]=[C:20]([F:22])[C:19]([CH2:23][S:24][C:25]2[N:26]([C:42]3[CH:47]=[CH:46][C:45]([F:48])=[CH:44][CH:43]=3)[C:27]([C:30]([C:33]3[CH:38]=[CH:37][C:36]([F:39])=[C:35]([O:40][CH3:41])[CH:34]=3)([CH3:32])[CH3:31])=[CH:28][N:29]=2)=[C:18]([Cl:49])[CH:17]=1)(=[O:15])=[O:14])(C(C)(C)C)(C)C.CCCC[N+](CCCC)(CCCC)CCCC.[F-]. The catalyst is C1COCC1. The product is [Cl:49][C:18]1[CH:17]=[C:16]([S:13]([NH:12][CH2:11][CH2:10][CH2:9][OH:8])(=[O:15])=[O:14])[CH:21]=[C:20]([F:22])[C:19]=1[CH2:23][S:24][C:25]1[N:26]([C:42]2[CH:43]=[CH:44][C:45]([F:48])=[CH:46][CH:47]=2)[C:27]([C:30]([C:33]2[CH:38]=[CH:37][C:36]([F:39])=[C:35]([O:40][CH3:41])[CH:34]=2)([CH3:31])[CH3:32])=[CH:28][N:29]=1. The yield is 0.990. (6) The reactants are C(N1C=CN=C1)(N1C=CN=C1)=O.[C:13]([O:16][CH2:17][C:18]([CH3:53])([CH3:52])[CH2:19][N:20]1[C:26]2[CH:27]=[CH:28][C:29]([Cl:31])=[CH:30][C:25]=2[C@@H:24]([C:32]2[CH:37]=[CH:36][CH:35]=[C:34]([O:38][CH3:39])[C:33]=2[O:40][CH3:41])[O:23][C@H:22]([CH2:42][C:43]2[S:44][C:45](C(O)=O)=[CH:46][N:47]=2)[C:21]1=[O:51])(=[O:15])[CH3:14].[K+].[C:55]([O:61][CH2:62][CH3:63])(=[O:60])[CH2:56][C:57]([O-:59])=O.[Cl-].[Mg+2].[Cl-].Cl. The catalyst is C1COCC1. The product is [C:13]([O:16][CH2:17][C:18]([CH3:53])([CH3:52])[CH2:19][N:20]1[C:26]2[CH:27]=[CH:28][C:29]([Cl:31])=[CH:30][C:25]=2[C@@H:24]([C:32]2[CH:37]=[CH:36][CH:35]=[C:34]([O:38][CH3:39])[C:33]=2[O:40][CH3:41])[O:23][C@H:22]([CH2:42][C:43]2[S:44][C:45]([C:57](=[O:59])[CH2:56][C:55]([O:61][CH2:62][CH3:63])=[O:60])=[CH:46][N:47]=2)[C:21]1=[O:51])(=[O:15])[CH3:14]. The yield is 0.710. (7) The reactants are C(OC[N:9]1[C:13]2[N:14]=[C:15]([NH:28][C:29]3[CH:34]=[CH:33][C:32]([O:35][CH2:36][CH2:37][O:38][CH3:39])=[C:31]([F:40])[CH:30]=3)[N:16]=[C:17]([O:18][C:19]3[CH:24]=[CH:23][CH:22]=[C:21]([N+:25]([O-:27])=[O:26])[CH:20]=3)[C:12]=2[CH:11]=[CH:10]1)(=O)C(C)(C)C.CO.[OH-].[Na+]. The catalyst is O. The product is [F:40][C:31]1[CH:30]=[C:29]([NH:28][C:15]2[N:16]=[C:17]([O:18][C:19]3[CH:24]=[CH:23][CH:22]=[C:21]([N+:25]([O-:27])=[O:26])[CH:20]=3)[C:12]3[CH:11]=[CH:10][NH:9][C:13]=3[N:14]=2)[CH:34]=[CH:33][C:32]=1[O:35][CH2:36][CH2:37][O:38][CH3:39]. The yield is 0.550.